Dataset: Full USPTO retrosynthesis dataset with 1.9M reactions from patents (1976-2016). Task: Predict the reactants needed to synthesize the given product. (1) Given the product [CH:22]([N:21]([CH2:20][C:17]1[S:18][CH:19]=[C:15]([CH3:14])[N:16]=1)[C:5]([C:4]1[CH:3]=[C:2]([CH:10]=[CH:9][CH:8]=1)[C:1]([O:12][CH3:13])=[O:11])=[O:7])([CH3:24])[CH3:23], predict the reactants needed to synthesize it. The reactants are: [C:1]([O:12][CH3:13])(=[O:11])[C:2]1[CH:10]=[CH:9][CH:8]=[C:4]([C:5]([O-:7])=O)[CH:3]=1.[CH3:14][C:15]1[N:16]=[C:17]([CH2:20][NH:21][CH:22]([CH3:24])[CH3:23])[S:18][CH:19]=1. (2) Given the product [CH:1]1([N:4]2[C:13]3[C:8](=[CH:9][C:10]([F:16])=[C:11]([F:15])[C:12]=3[F:14])[C:7](=[O:18])[C:6]([C:19]([O:21][CH2:22][CH3:23])=[O:20])=[CH:5]2)[CH2:2][CH2:3]1, predict the reactants needed to synthesize it. The reactants are: [CH:1]1([N:4]2[C:13]3[C:8](=[C:9](F)[C:10]([F:16])=[C:11]([F:15])[C:12]=3[F:14])[C:7](=[O:18])[C:6]([C:19]([O:21][CH2:22][CH3:23])=[O:20])=[CH:5]2)[CH2:3][CH2:2]1.C(N)C1C=CC=CC=1.C([O-])([O-])=O.[K+].[K+]. (3) Given the product [F:26][C:23]1[CH:24]=[CH:25][C:20]([CH2:19][N:15]2[CH2:16][CH2:17][CH2:18][C:13]3([NH:12][C:11](=[O:28])[C:10]4[CH:29]=[C:6](/[CH:5]=[CH:4]/[C:3]([OH:30])=[O:2])[CH:7]=[CH:8][C:9]=4[O:27]3)[CH2:14]2)=[CH:21][CH:22]=1, predict the reactants needed to synthesize it. The reactants are: C[O:2][C:3](=[O:30])/[CH:4]=[CH:5]/[C:6]1[CH:7]=[CH:8][C:9]2[O:27][C:13]3([CH2:18][CH2:17][CH2:16][N:15]([CH2:19][C:20]4[CH:25]=[CH:24][C:23]([F:26])=[CH:22][CH:21]=4)[CH2:14]3)[NH:12][C:11](=[O:28])[C:10]=2[CH:29]=1.[OH-].[Na+]. (4) Given the product [S:1]1[CH:5]=[CH:4][C:3]([C:6]([O:8][CH3:14])=[O:7])=[CH:2]1, predict the reactants needed to synthesize it. The reactants are: [S:1]1[CH:5]=[CH:4][C:3]([C:6]([OH:8])=[O:7])=[CH:2]1.S(=O)(=O)(O)O.[CH3:14]O. (5) Given the product [Br:26][CH2:27][C:6]([NH:7][CH:8]1[CH2:13][CH2:12][CH:11]([NH:14][C:15]2[N:20]=[C:19]([N:21]([CH3:23])[CH3:22])[C:18]([CH3:24])=[CH:17][N:16]=2)[CH2:10][CH2:9]1)=[O:5], predict the reactants needed to synthesize it. The reactants are: C([O:5][C:6](=O)[NH:7][C@H:8]1[CH2:13][CH2:12][C@@H:11]([NH:14][C:15]2[N:20]=[C:19]([N:21]([CH3:23])[CH3:22])[C:18]([CH3:24])=[CH:17][N:16]=2)[CH2:10][CH2:9]1)(C)(C)C.[Br:26][CH2:27]C(Br)=O. (6) Given the product [C:1]1([C:7]2[C:11]([C:12]([F:15])([F:14])[F:13])=[C:10]([C:16]3[S:17][C:18]4[C:28]5[C:41](=[CH:40][C:39]([CH:43]([OH:42])[CH2:34][OH:35])=[CH:26][CH:27]=5)[CH2:22][CH2:21][C:19]=4[N:20]=3)[O:9][N:8]=2)[CH:6]=[CH:5][CH:4]=[CH:3][CH:2]=1, predict the reactants needed to synthesize it. The reactants are: [C:1]1([C:7]2[C:11]([C:12]([F:15])([F:14])[F:13])=[C:10]([C:16]3[S:17][C:18]4[C:28]5C(=CC(C=C)=[CH:26][CH:27]=5)[CH2:22][CH2:21][C:19]=4[N:20]=3)[O:9][N:8]=2)[CH:6]=[CH:5][CH:4]=[CH:3][CH:2]=1.C[N+]1([O-])CC[O:35][CH2:34]C1.[CH2:39]1[CH2:43][O:42][CH2:41][CH2:40]1. (7) Given the product [CH2:1]([O:8][CH2:9][CH2:10][O:11][C:12]1[C:13]([Br:19])=[C:14]([C:15]([F:18])=[CH:16][CH:17]=1)[CH:31]=[O:32])[C:2]1[CH:3]=[CH:4][CH:5]=[CH:6][CH:7]=1, predict the reactants needed to synthesize it. The reactants are: [CH2:1]([O:8][CH2:9][CH2:10][O:11][C:12]1[CH:17]=[CH:16][C:15]([F:18])=[CH:14][C:13]=1[Br:19])[C:2]1[CH:7]=[CH:6][CH:5]=[CH:4][CH:3]=1.[Li+].CC([N-]C(C)C)C.CN([CH:31]=[O:32])C. (8) Given the product [CH:1]([C:4]1[N:5]=[C:6]([C:9]2[CH:18]=[C:17]([O:19][CH2:20][CH2:21][C@@H:22]3[NH:36][C:35](=[O:37])[N:34]([CH3:38])[CH2:33][CH2:32][CH2:31][CH2:30][CH:29]=[CH:28][C@H:27]4[C@@:25]([C:39]([NH:65][S:62]([C:59]5([CH3:58])[CH2:61][CH2:60]5)(=[O:64])=[O:63])=[O:41])([CH2:26]4)[NH:24][C:23]3=[O:42])[C:16]3[C:11](=[C:12]([CH3:45])[C:13]([O:43][CH3:44])=[CH:14][CH:15]=3)[N:10]=2)[S:7][CH:8]=1)([CH3:3])[CH3:2], predict the reactants needed to synthesize it. The reactants are: [CH:1]([C:4]1[N:5]=[C:6]([C:9]2[CH:18]=[C:17]([O:19][CH2:20][CH2:21][C@@H:22]3[NH:36][C:35](=[O:37])[N:34]([CH3:38])[CH2:33][CH2:32][CH2:31][CH2:30][CH:29]=[CH:28][C@H:27]4[C@@:25]([C:39]([OH:41])=O)([CH2:26]4)[NH:24][C:23]3=[O:42])[C:16]3[C:11](=[C:12]([CH3:45])[C:13]([O:43][CH3:44])=[CH:14][CH:15]=3)[N:10]=2)[S:7][CH:8]=1)([CH3:3])[CH3:2].C1N=CN(C(N2C=NC=C2)=O)C=1.[CH3:58][C:59]1([S:62]([NH-:65])(=[O:64])=[O:63])[CH2:61][CH2:60]1.C1CCN2C(=NCCC2)CC1. (9) Given the product [Cl:1][C:2]1[CH:3]=[C:4]([CH:9]2[CH2:10][N:11]([C:16]([CH:18]3[CH2:19][CH2:20][N:21]([C:24]([C:26]4([CH3:29])[CH2:27][CH2:28]4)=[O:25])[CH2:22][CH2:23]3)=[O:17])[CH2:12][CH:13]2[N:14]([CH3:15])[C:37]([C:34]2[CH:33]=[CH:32][C:31]([Cl:30])=[CH:36][N:35]=2)=[O:39])[CH:5]=[CH:6][C:7]=1[Cl:8], predict the reactants needed to synthesize it. The reactants are: [Cl:1][C:2]1[CH:3]=[C:4]([CH:9]2[CH:13]([NH:14][CH3:15])[CH2:12][N:11]([C:16]([CH:18]3[CH2:23][CH2:22][N:21]([C:24]([C:26]4([CH3:29])[CH2:28][CH2:27]4)=[O:25])[CH2:20][CH2:19]3)=[O:17])[CH2:10]2)[CH:5]=[CH:6][C:7]=1[Cl:8].[Cl:30][C:31]1[CH:32]=[CH:33][C:34]([C:37]([OH:39])=O)=[N:35][CH:36]=1. (10) Given the product [C:35]([NH:33][C:34]1[N:6]2[CH:7]=[CH:8][C:3]([C:2]([F:1])([F:10])[F:11])=[CH:4][C:5]2=[N:9][C:16]=1[C:15]1[CH:18]=[CH:19][CH:20]=[C:13]([Cl:12])[CH:14]=1)([CH3:38])([CH3:37])[CH3:36], predict the reactants needed to synthesize it. The reactants are: [F:1][C:2]([F:11])([F:10])[C:3]1[CH:8]=[CH:7][N:6]=[C:5]([NH2:9])[CH:4]=1.[Cl:12][C:13]1[CH:14]=[C:15]([CH:18]=[CH:19][CH:20]=1)[CH:16]=O.O.C1(C)C=CC(S(O)(=O)=O)=CC=1.[N+:33]([C:35]([CH3:38])([CH3:37])[CH3:36])#[C-:34].